The task is: Predict the reactants needed to synthesize the given product.. This data is from Full USPTO retrosynthesis dataset with 1.9M reactions from patents (1976-2016). (1) Given the product [CH3:7][O:9][C:10](=[O:33])[C@@H:11]([CH2:18][C:19]1[C:20]([CH2:28][OH:29])=[C:21]2[C:25](=[CH:26][CH:27]=1)[NH:24][N:23]=[CH:22]2)[CH2:12][C:13]([O:15][CH3:16])=[O:14], predict the reactants needed to synthesize it. The reactants are: C(=O)([O-])[O-].[K+].[K+].[CH2:7]([O:9][C:10](=[O:33])[C@@H:11]([CH2:18][C:19]1[C:20]([CH2:28][O:29]C(=O)C)=[C:21]2[C:25](=[CH:26][CH:27]=1)[NH:24][N:23]=[CH:22]2)[CH2:12][C:13]([O:15][CH2:16]C)=[O:14])C. (2) Given the product [Br:1][C:2]1[C:7]([O:8][CH3:9])=[CH:6][C:5]([C:10]2[O:11][C:12]([C:28](=[O:29])[CH:27]([C:24]3[CH:25]=[CH:26][C:21]([CH2:20][N:18]([CH3:19])[CH3:17])=[CH:22][CH:23]=3)[O:34][CH3:35])=[CH:13][CH:14]=2)=[CH:4][C:3]=1[O:15][CH3:16], predict the reactants needed to synthesize it. The reactants are: [Br:1][C:2]1[C:7]([O:8][CH3:9])=[CH:6][C:5]([C:10]2[O:11][CH:12]=[CH:13][CH:14]=2)=[CH:4][C:3]=1[O:15][CH3:16].[CH3:17][N:18]([CH2:20][C:21]1[CH:26]=[CH:25][C:24]([CH:27]([O:34][CH3:35])[C:28](N(OC)C)=[O:29])=[CH:23][CH:22]=1)[CH3:19].